Dataset: Full USPTO retrosynthesis dataset with 1.9M reactions from patents (1976-2016). Task: Predict the reactants needed to synthesize the given product. Given the product [CH2:12]([O:7][C:6](=[O:8])[C:5]1[CH:9]=[CH:10][C:2]([F:1])=[CH:3][CH:4]=1)[C:13]1[CH:18]=[CH:17][CH:16]=[CH:15][CH:14]=1, predict the reactants needed to synthesize it. The reactants are: [F:1][C:2]1[CH:10]=[CH:9][C:5]([C:6]([OH:8])=[O:7])=[CH:4][CH:3]=1.[Cl-].[CH2:12](O)[C:13]1[CH:18]=[CH:17][CH:16]=[CH:15][CH:14]=1.C(N(C(C)C)CC)(C)C.